Predict the product of the given reaction. From a dataset of Forward reaction prediction with 1.9M reactions from USPTO patents (1976-2016). (1) Given the reactants [CH2:1]([N:3]1[C:7]2=[N:8][C:9]([CH2:33][CH3:34])=[C:10]([CH2:19][NH:20][C:21]([C:23]3[CH:24]=[C:25]([CH:29]=[C:30]([CH3:32])[CH:31]=3)[C:26](O)=[O:27])=[O:22])[C:11]([NH:12][CH:13]3[CH2:18][CH2:17][O:16][CH2:15][CH2:14]3)=[C:6]2[CH:5]=[N:4]1)[CH3:2].CN(C(ON1N=NC2C=CC=CC1=2)=[N+](C)C)C.F[P-](F)(F)(F)(F)F.Cl.[Br:60][C:61]1[CH:62]=[C:63]([CH2:67][NH2:68])[CH:64]=[CH:65][CH:66]=1, predict the reaction product. The product is: [Br:60][C:61]1[CH:62]=[C:63]([CH2:67][NH:68][C:26]([C:25]2[CH:29]=[C:30]([CH3:32])[CH:31]=[C:23]([C:21]([NH:20][CH2:19][C:10]3[C:11]([NH:12][CH:13]4[CH2:18][CH2:17][O:16][CH2:15][CH2:14]4)=[C:6]4[CH:5]=[N:4][N:3]([CH2:1][CH3:2])[C:7]4=[N:8][C:9]=3[CH2:33][CH3:34])=[O:22])[CH:24]=2)=[O:27])[CH:64]=[CH:65][CH:66]=1. (2) The product is: [Cl:27][C:24]1[CH:25]=[CH:26][C:21]([S:20][C:4]2[C:3]3[C:2]([C:30]4[CH:31]=[CH:32][CH:33]=[CH:34][C:29]=4[CH3:28])=[CH:10][C:9]([F:11])=[CH:8][C:7]=3[N:6]3[CH2:12][CH2:13][CH:14]([CH2:15][C:16]([OH:18])=[O:17])[C:5]=23)=[CH:22][CH:23]=1. Given the reactants Br[C:2]1[C:3]2[C:4]([S:20][C:21]3[CH:26]=[CH:25][C:24]([Cl:27])=[CH:23][CH:22]=3)=[C:5]3[CH:14]([CH2:15][C:16]([O:18]C)=[O:17])[CH2:13][CH2:12][N:6]3[C:7]=2[CH:8]=[C:9]([F:11])[CH:10]=1.[CH3:28][C:29]1[CH:34]=[CH:33][CH:32]=[CH:31][C:30]=1B(O)O.C([O-])(=O)C.C(=O)([O-])[O-].[K+].[K+], predict the reaction product. (3) Given the reactants P(Cl)(Cl)([Cl:3])=O.[F:6][C:7]1[CH:16]=[CH:15][C:14]([F:17])=[C:13]2[C:8]=1[C:9](=O)[CH2:10][CH2:11][S:12]2.CN([CH:22]=[O:23])C, predict the reaction product. The product is: [Cl:3][C:9]1[C:8]2[C:13](=[C:14]([F:17])[CH:15]=[CH:16][C:7]=2[F:6])[S:12][CH2:11][C:10]=1[CH:22]=[O:23]. (4) Given the reactants C1([Li])C=CC=CC=1.[Cl-].[C:9]1([CH2:14][P+](C2C=CC=CC=2)(C2C=CC=CC=2)C2C=CC=CC=2)[S:13][CH:12]=[CH:11][CH:10]=1.[CH2:34]([N:38]([CH2:49][CH2:50][CH2:51][CH3:52])[C:39]1[CH:46]=[CH:45][C:42]([CH:43]=O)=[C:41]([O:47][CH3:48])[CH:40]=1)[CH2:35][CH2:36][CH3:37].O, predict the reaction product. The product is: [CH2:34]([N:38]([CH2:49][CH2:50][CH2:51][CH3:52])[C:39]1[CH:46]=[CH:45][C:42]([CH:43]=[CH:14][C:9]2[S:13][CH:12]=[CH:11][CH:10]=2)=[C:41]([O:47][CH3:48])[CH:40]=1)[CH2:35][CH2:36][CH3:37]. (5) Given the reactants Br[C:2]1[CH:9]=[CH:8][C:5]([C:6]#[N:7])=[CH:4][CH:3]=1.[NH:10]1[CH2:14][CH2:13][CH2:12][CH2:11]1.C(O[Na])(C)(C)C, predict the reaction product. The product is: [N:10]1([C:2]2[CH:9]=[CH:8][C:5]([C:6]#[N:7])=[CH:4][CH:3]=2)[CH2:14][CH2:13][CH2:12][CH2:11]1. (6) Given the reactants C[O:2][C:3](=[O:27])[C:4]1[CH:9]=[CH:8][C:7]([F:10])=[C:6]([CH:11]([C:14](=[O:25])[NH:15][CH2:16][C:17]2[CH:22]=[CH:21][C:20]([C:23]#[N:24])=[CH:19][CH:18]=2)[O:12][CH3:13])[C:5]=1[F:26].O[Li].O, predict the reaction product. The product is: [C:23]([C:20]1[CH:21]=[CH:22][C:17]([CH2:16][NH:15][C:14]([CH:11]([O:12][CH3:13])[C:6]2[C:5]([F:26])=[C:4]([CH:9]=[CH:8][C:7]=2[F:10])[C:3]([OH:27])=[O:2])=[O:25])=[CH:18][CH:19]=1)#[N:24]. (7) The product is: [C:1]([O:5][C:6](=[O:7])[NH:8][CH2:9][CH:10]1[CH2:11][CH2:12][S:24]1)([CH3:2])([CH3:3])[CH3:4]. Given the reactants [C:1]([O:5][C:6]([NH:8][CH2:9][CH:10](OS(C)(=O)=O)[CH2:11][CH2:12]OS(C)(=O)=O)=[O:7])([CH3:4])([CH3:3])[CH3:2].O.[S-2:24].[Na+].[Na+], predict the reaction product. (8) Given the reactants [CH:1]([C:3]1[CH:8]=[CH:7][CH:6]=[CH:5][N:4]=1)=[CH2:2].Br[C:10]1[CH:15]=[CH:14][CH:13]=[C:12]([N+:16]([O-:18])=[O:17])[CH:11]=1.CC([O-])=O.[Na+].C1C=CC(P(C2C=CC=CC=2)C2C=CC=CC=2)=CC=1, predict the reaction product. The product is: [N+:16]([C:12]1[CH:11]=[C:10](/[CH:2]=[CH:1]/[C:3]2[CH:8]=[CH:7][CH:6]=[CH:5][N:4]=2)[CH:15]=[CH:14][CH:13]=1)([O-:18])=[O:17]. (9) Given the reactants [OH:1][CH2:2][CH2:3][CH:4]1[CH2:9][CH2:8][CH2:7][CH2:6][N:5]1[C:10]1[CH:15]=[C:14]([CH2:16][CH2:17][CH3:18])[N:13]=[C:12]([NH:19][C:20]2[CH:28]=[C:27]3[C:23]([CH2:24][CH2:25][N:26]3C(=O)C)=[CH:22][CH:21]=2)[N:11]=1.Cl.[OH-].[Na+], predict the reaction product. The product is: [NH:26]1[C:27]2[C:23](=[CH:22][CH:21]=[C:20]([NH:19][C:12]3[N:11]=[C:10]([N:5]4[CH2:6][CH2:7][CH2:8][CH2:9][CH:4]4[CH2:3][CH2:2][OH:1])[CH:15]=[C:14]([CH2:16][CH2:17][CH3:18])[N:13]=3)[CH:28]=2)[CH2:24][CH2:25]1.